This data is from Full USPTO retrosynthesis dataset with 1.9M reactions from patents (1976-2016). The task is: Predict the reactants needed to synthesize the given product. (1) Given the product [CH2:25]([O:12][C:9]1[CH:10]=[C:11]2[C:6](=[CH:7][C:8]=1[O:13][CH2:14][CH2:15][O:16][CH3:17])[N:5]=[CH:4][C:3]([C:18]#[N:19])=[C:2]2[Cl:1])[CH2:20][CH2:21][CH3:22], predict the reactants needed to synthesize it. The reactants are: [Cl:1][C:2]1[C:11]2[C:6](=[CH:7][C:8]([O:13][CH2:14][CH2:15][O:16][CH3:17])=[C:9]([OH:12])[CH:10]=2)[N:5]=[CH:4][C:3]=1[C:18]#[N:19].[C:20]1(P([C:20]2[CH:25]=CC=[CH:22][CH:21]=2)[C:20]2[CH:25]=CC=[CH:22][CH:21]=2)[CH:25]=CC=[CH:22][CH:21]=1.N(C(OCC)=O)=NC(OCC)=O. (2) Given the product [Cl:1][C:2]1[CH:9]=[CH:8][C:5]([CH2:6][N:26]2[CH2:27][CH:23]3[CH2:22][N:21]([C:28]([O:30][N:39]4[C:40](=[O:41])[CH2:35][CH2:36][C:37]4=[O:38])=[O:29])[CH2:20][CH:24]3[CH2:25]2)=[C:4]([N:15]2[CH2:16][CH2:17][N:18]3[CH2:19][CH2:11][CH2:12][C@@H:13]3[CH2:14]2)[CH:3]=1, predict the reactants needed to synthesize it. The reactants are: [Cl:1][C:2]1[CH:9]=[CH:8][C:5]([CH:6]=O)=[C:4](F)[CH:3]=1.[CH2:11]1[CH2:19][N:18]2[C@@H:13]([CH2:14][NH:15][CH2:16][CH2:17]2)[CH2:12]1.[CH2:20]1[CH:24]2[CH2:25][NH:26][CH2:27][CH:23]2[CH2:22][N:21]1[C:28]([O:30]C(C)(C)C)=[O:29].[CH2:35]1[C:40](=[O:41])[N:39](OC(O[N:39]2[C:40](=[O:41])[CH2:35][CH2:36][C:37]2=[O:38])=O)[C:37](=[O:38])[CH2:36]1.